From a dataset of Full USPTO retrosynthesis dataset with 1.9M reactions from patents (1976-2016). Predict the reactants needed to synthesize the given product. (1) Given the product [CH3:1][C:2]1[C:7]([C:8]([N:30]2[CH2:31][CH2:32][CH:27]([N:22]3[CH2:26][CH2:25][CH2:24][CH2:23]3)[CH2:28][CH2:29]2)=[O:10])=[C:6]([CH3:11])[N:5]=[C:4]([C:12]2[CH:13]=[N:14][CH:15]=[C:16]([C:18]([F:21])([F:20])[F:19])[CH:17]=2)[CH:3]=1, predict the reactants needed to synthesize it. The reactants are: [CH3:1][C:2]1[C:7]([C:8]([OH:10])=O)=[C:6]([CH3:11])[N:5]=[C:4]([C:12]2[CH:13]=[N:14][CH:15]=[C:16]([C:18]([F:21])([F:20])[F:19])[CH:17]=2)[CH:3]=1.[N:22]1([CH:27]2[CH2:32][CH2:31][NH:30][CH2:29][CH2:28]2)[CH2:26][CH2:25][CH2:24][CH2:23]1. (2) Given the product [CH:1]1[C:13]2[CH:12]([CH2:14][O:15][C:16]([N:18]3[CH2:19][C@H:20]([NH:48][S:57]([C:54]4[CH:53]=[CH:52][C:51]([C:50]([F:49])([F:61])[F:62])=[CH:56][CH:55]=4)(=[O:59])=[O:58])[CH2:21][C@H:22]([C:24](=[O:47])[NH:25][CH2:26][C:27]4([CH2:41][O:42][CH2:43][CH2:44][O:45][CH3:46])[C:40]5[CH:39]=[CH:38][CH:37]=[CH:36][C:35]=5[O:34][C:33]5[C:28]4=[CH:29][CH:30]=[CH:31][CH:32]=5)[CH2:23]3)=[O:17])[C:11]3[C:6](=[CH:7][CH:8]=[CH:9][CH:10]=3)[C:5]=2[CH:4]=[CH:3][CH:2]=1, predict the reactants needed to synthesize it. The reactants are: [CH:1]1[C:13]2[CH:12]([CH2:14][O:15][C:16]([N:18]3[CH2:23][C@@H:22]([C:24](=[O:47])[NH:25][CH2:26][C:27]4([CH2:41][O:42][CH2:43][CH2:44][O:45][CH3:46])[C:40]5[CH:39]=[CH:38][CH:37]=[CH:36][C:35]=5[O:34][C:33]5[C:28]4=[CH:29][CH:30]=[CH:31][CH:32]=5)[CH2:21][C@@H:20]([NH2:48])[CH2:19]3)=[O:17])[C:11]3[C:6](=[CH:7][CH:8]=[CH:9][CH:10]=3)[C:5]=2[CH:4]=[CH:3][CH:2]=1.[F:49][C:50]([F:62])([F:61])[C:51]1[CH:56]=[CH:55][C:54]([S:57](Cl)(=[O:59])=[O:58])=[CH:53][CH:52]=1. (3) Given the product [CH3:1][C:2]1[C:6]([CH2:7][O:8][C:9]2[CH:14]=[CH:13][C:12]([S:15]([N:18]([CH2:19][CH:20]([CH3:22])[CH3:21])[C:23]3[CH:28]=[CH:27][C:26]([O:29][CH2:73][CH2:72][O:71][CH:66]4[CH2:67][CH2:68][CH2:69][CH2:70][O:65]4)=[CH:25][C:24]=3[CH3:30])(=[O:17])=[O:16])=[CH:11][CH:10]=2)=[C:5]([CH3:31])[O:4][N:3]=1, predict the reactants needed to synthesize it. The reactants are: [CH3:1][C:2]1[C:6]([CH2:7][O:8][C:9]2[CH:14]=[CH:13][C:12]([S:15]([N:18]([C:23]3[CH:28]=[CH:27][C:26]([OH:29])=[CH:25][C:24]=3[CH3:30])[CH2:19][CH:20]([CH3:22])[CH3:21])(=[O:17])=[O:16])=[CH:11][CH:10]=2)=[C:5]([CH3:31])[O:4][N:3]=1.CC(OC(/N=N/C(OC(C)C)=O)=O)C.C1(P(C2C=CC=CC=2)C2C=CC=CC=2)C=CC=CC=1.[O:65]1[CH2:70][CH2:69][CH2:68][CH2:67][CH:66]1[O:71][CH2:72][CH2:73]O. (4) Given the product [NH2:18][C:19]1[S:20][C:21]([S:24][C@H:7]2[CH2:6][C:5]3[CH:13]=[CH:14][C:2]([F:1])=[C:3]([C:15]([OH:17])=[O:16])[C:4]=3[O:9][B:8]2[OH:10])=[N:22][N:23]=1, predict the reactants needed to synthesize it. The reactants are: [F:1][C:2]1[CH:14]=[CH:13][C:5]2[CH2:6][C@H:7](OC)[B:8]([OH:10])[O:9][C:4]=2[C:3]=1[C:15]([OH:17])=[O:16].[NH2:18][C:19]1[S:20][C:21]([SH:24])=[N:22][N:23]=1. (5) Given the product [Br:1][C:2]1[CH:7]=[CH:6][C:5]([CH:8]([C:18]2[CH:23]=[CH:22][CH:21]=[CH:20][C:19]=2[CH3:24])[CH2:9][C:10]([C:12]2[CH:17]=[CH:16][N:15]=[CH:14][CH:13]=2)=[N:26][OH:27])=[CH:4][CH:3]=1, predict the reactants needed to synthesize it. The reactants are: [Br:1][C:2]1[CH:7]=[CH:6][C:5]([CH:8]([C:18]2[CH:23]=[CH:22][CH:21]=[CH:20][C:19]=2[CH3:24])[CH2:9][C:10]([C:12]2[CH:17]=[CH:16][N:15]=[CH:14][CH:13]=2)=O)=[CH:4][CH:3]=1.Cl.[NH2:26][OH:27].C(=O)([O-])O.[Na+]. (6) Given the product [I-:3].[Cl:4][C:5]1[CH:10]=[CH:9][C:8]([C:11]2([CH2:14][N+:15]3([CH2:1][CH3:2])[CH2:19][CH2:18][CH2:17][CH2:16]3)[CH2:12][CH2:13]2)=[CH:7][CH:6]=1, predict the reactants needed to synthesize it. The reactants are: [CH2:1]([I:3])[CH3:2].[Cl:4][C:5]1[CH:10]=[CH:9][C:8]([C:11]2([CH2:14][N:15]3[CH2:19][CH2:18][CH2:17][CH2:16]3)[CH2:13][CH2:12]2)=[CH:7][CH:6]=1. (7) Given the product [C:1]([O:5][C:6]([N:8]1[CH2:13][CH2:12][C:11]2([CH2:27][CH2:14]2)[CH2:10][C@H:9]1[C:15]([O:17][CH2:18][C:19]1[CH:20]=[CH:21][CH:22]=[CH:23][CH:24]=1)=[O:16])=[O:7])([CH3:4])([CH3:2])[CH3:3], predict the reactants needed to synthesize it. The reactants are: [C:1]([O:5][C:6]([N:8]1[CH2:13][CH2:12][C:11](=[CH2:14])[CH2:10][C@H:9]1[C:15]([O:17][CH2:18][C:19]1[CH:24]=[CH:23][CH:22]=[CH:21][CH:20]=1)=[O:16])=[O:7])([CH3:4])([CH3:3])[CH3:2].[N+](=[CH2:27])=[N-]. (8) Given the product [C:30]([O:15][C@@H:13]([CH3:14])[C@@H:12]([NH:11][C:8]1[CH:7]=[CH:6][C:3]([C:4]#[N:5])=[C:2]([Cl:1])[C:9]=1[CH3:10])[C:16]1[O:17][C:18]([C:21]2[CH:26]=[CH:25][CH:24]=[CH:23][CH:22]=2)=[N:19][N:20]=1)(=[O:31])[CH2:29][CH2:28][CH3:27], predict the reactants needed to synthesize it. The reactants are: [Cl:1][C:2]1[C:9]([CH3:10])=[C:8]([NH:11][C@@H:12]([C:16]2[O:17][C:18]([C:21]3[CH:26]=[CH:25][CH:24]=[CH:23][CH:22]=3)=[N:19][N:20]=2)[C@@H:13]([OH:15])[CH3:14])[CH:7]=[CH:6][C:3]=1[C:4]#[N:5].[CH3:27][CH2:28][CH2:29][C:30](Cl)=[O:31]. (9) Given the product [C:21]1([C:15]2([C:12]3[CH:11]=[CH:10][C:9]([OH:8])=[CH:14][CH:13]=3)[CH2:20][CH2:19][CH2:18][CH2:17][O:16]2)[CH:22]=[CH:23][CH:24]=[CH:25][CH:26]=1, predict the reactants needed to synthesize it. The reactants are: C([O:8][C:9]1[CH:14]=[CH:13][C:12]([C:15]2([C:21]3[CH:26]=[CH:25][CH:24]=[CH:23][CH:22]=3)[CH2:20][CH:19]=[CH:18][CH2:17][O:16]2)=[CH:11][CH:10]=1)C1C=CC=CC=1. (10) Given the product [F:1][C:2]([F:7])([F:6])[C:3]([OH:5])=[O:4].[C:47]1([CH:46]([C:53]2[CH:58]=[CH:57][CH:56]=[CH:55][CH:54]=2)[CH2:45][NH:44][C:25]2[N:24]=[C:23]([N:20]3[CH2:21][CH2:22][C@@H:18]([NH:17][C:16]([NH:15][C:13]4[S:61][CH:62]=[CH:9][CH:14]=4)=[O:59])[CH2:19]3)[N:31]=[C:30]3[C:26]=2[N:27]=[CH:28][N:29]3[C@@H:32]2[CH2:36][C@H:35]([NH:37][C:38](=[O:41])[CH2:39][CH3:40])[C@@H:34]([OH:42])[C@H:33]2[OH:43])[CH:52]=[CH:51][CH:50]=[CH:49][CH:48]=1, predict the reactants needed to synthesize it. The reactants are: [F:1][C:2]([F:7])([F:6])[C:3]([OH:5])=[O:4].Cl[C:9]1[CH:14]=[C:13]([NH:15][C:16](=[O:59])[NH:17][C@@H:18]2[CH2:22][CH2:21][N:20]([C:23]3[N:31]=[C:30]4[C:26]([N:27]=[CH:28][N:29]4[C@@H:32]4[CH2:36][C@H:35]([NH:37][C:38](=[O:41])[CH2:39][CH3:40])[C@@H:34]([OH:42])[C@H:33]4[OH:43])=[C:25]([NH:44][CH2:45][CH:46]([C:53]4[CH:58]=[CH:57][CH:56]=[CH:55][CH:54]=4)[C:47]4[CH:52]=[CH:51][CH:50]=[CH:49][CH:48]=4)[N:24]=3)[CH2:19]2)C=C(Cl)N=1.[S:61]1C=CC=[C:62]1N=C=O.